Dataset: Peptide-MHC class I binding affinity with 185,985 pairs from IEDB/IMGT. Task: Regression. Given a peptide amino acid sequence and an MHC pseudo amino acid sequence, predict their binding affinity value. This is MHC class I binding data. (1) The MHC is HLA-B15:01 with pseudo-sequence HLA-B15:01. The peptide sequence is AESICSYWL. The binding affinity (normalized) is 0.0847. (2) The peptide sequence is YEERAHVVL. The MHC is HLA-B40:01 with pseudo-sequence HLA-B40:01. The binding affinity (normalized) is 1.00. (3) The peptide sequence is MYGLKGPDI. The MHC is HLA-B15:01 with pseudo-sequence HLA-B15:01. The binding affinity (normalized) is 0.273. (4) The peptide sequence is VVNARLRAK. The MHC is HLA-A03:01 with pseudo-sequence HLA-A03:01. The binding affinity (normalized) is 0.757.